From a dataset of Reaction yield outcomes from USPTO patents with 853,638 reactions. Predict the reaction yield, written as a fraction of the theoretical maximum amount of product (1.0 means a 100% yield; for example, 0.34 means a 34% yield). The reactants are C(OC(=O)[NH:5][C:6]1[CH:15]=[C:14]2[C:9]([CH2:10][CH2:11][N:12]=[C:13]2[C:16]2([C:20]3[CH:25]=[CH:24][C:23]([Cl:26])=[CH:22][CH:21]=3)[CH2:19][CH2:18][CH2:17]2)=[CH:8][CH:7]=1)C.[OH-].[K+]. The catalyst is C(O)C.O. The product is [Cl:26][C:23]1[CH:22]=[CH:21][C:20]([C:16]2([C:13]3[C:14]4[C:9](=[CH:8][CH:7]=[C:6]([NH2:5])[CH:15]=4)[CH2:10][CH2:11][N:12]=3)[CH2:19][CH2:18][CH2:17]2)=[CH:25][CH:24]=1. The yield is 0.990.